Dataset: NCI-60 drug combinations with 297,098 pairs across 59 cell lines. Task: Regression. Given two drug SMILES strings and cell line genomic features, predict the synergy score measuring deviation from expected non-interaction effect. (1) Drug 1: CC1=C2C(C(=O)C3(C(CC4C(C3C(C(C2(C)C)(CC1OC(=O)C(C(C5=CC=CC=C5)NC(=O)OC(C)(C)C)O)O)OC(=O)C6=CC=CC=C6)(CO4)OC(=O)C)OC)C)OC. Drug 2: C1CCC(C1)C(CC#N)N2C=C(C=N2)C3=C4C=CNC4=NC=N3. Synergy scores: CSS=39.1, Synergy_ZIP=2.42, Synergy_Bliss=4.63, Synergy_Loewe=-6.35, Synergy_HSA=7.15. Cell line: IGROV1. (2) Drug 1: CC1=CC2C(CCC3(C2CCC3(C(=O)C)OC(=O)C)C)C4(C1=CC(=O)CC4)C. Drug 2: C1=NC2=C(N=C(N=C2N1C3C(C(C(O3)CO)O)F)Cl)N. Cell line: SN12C. Synergy scores: CSS=33.6, Synergy_ZIP=1.48, Synergy_Bliss=-3.78, Synergy_Loewe=-15.2, Synergy_HSA=-3.09.